From a dataset of Full USPTO retrosynthesis dataset with 1.9M reactions from patents (1976-2016). Predict the reactants needed to synthesize the given product. (1) Given the product [Br:10][C:6]1[C:5]([F:8])=[CH:4][C:3]([OH:9])=[C:2]([Cl:1])[CH:7]=1, predict the reactants needed to synthesize it. The reactants are: [Cl:1][C:2]1[CH:7]=[CH:6][C:5]([F:8])=[CH:4][C:3]=1[OH:9].[Br:10]Br.ClCCl.[O-]S([O-])(=S)=O.[Na+].[Na+]. (2) Given the product [CH3:1][O:2][C:16](=[O:22])[CH2:15][C:14]1[C:5]([Cl:4])=[CH:6][CH:7]=[C:8]2[C:13]=1[N:12]=[C:11]([CH3:20])[CH:10]=[N:9]2, predict the reactants needed to synthesize it. The reactants are: [CH3:1][O-:2].[Na+].[Cl:4][C:5]1[C:14]([CH2:15][C:16](Cl)(Cl)Cl)=[C:13]2[C:8]([N:9]=[CH:10][C:11]([CH3:20])=[N:12]2)=[CH:7][CH:6]=1.S(=O)(=O)(O)[OH:22].